Dataset: Experimentally validated miRNA-target interactions with 360,000+ pairs, plus equal number of negative samples. Task: Binary Classification. Given a miRNA mature sequence and a target amino acid sequence, predict their likelihood of interaction. (1) The protein sequence of the target gene is MAAPVPWACCAVLAAAAAVVYAQRHSPQEAPHVQYERLGSDVTLPCGTANWDAAVTWRVNGTDLAPDLLNGSQLVLHGLELGHSGLYACFHRDSWHLRHQVLLHVGLPPREPVLSCRSNTYPKGFYCSWHLPTPTYIPNTFNVTVLHGSKIMVCEKDPALKNRCHIRYMHLFSTIKYKVSISVSNALGHNATAITFDEFTIVKPDPPENVVARPVPSNPRRLEVTWQTPSTWPDPESFPLKFFLRYRPLILDQWQHVELSDGTAHTITDAYAGKEYIIQVAAKDNEIGTWSDWSVAAHAT.... The miRNA is hsa-miR-25-3p with sequence CAUUGCACUUGUCUCGGUCUGA. Result: 0 (no interaction). (2) The miRNA is mmu-miR-217-5p with sequence UACUGCAUCAGGAACUGACUGGA. The protein sequence of the target gene is MATSAVQSAACPPNTFTCADGSCIPSDWKGDGEKDCEDGSDEEAVTGETTTKFDEVVSAPTTPGSDEDCDWGMQQRIDNCSEPIVHFLSQIERLNLKNMSFLTSSEIQSRFEAGCNLMTTYQECVGNQKGCMPDEGVHSWGEVEVFMCQLVLPSVKEHAGCFKSSADPRCDASKTSSSSTLCGLVTSIQTATSCLETIRPETCSSDAIEMLSPIREETEHIVSAIRCVTPEQHASSTTLIVDETTESTSASAEDDDDDVLTTNTSEESTATTAHDEEVENKPALNINMADAVNSLYYIYD.... Result: 0 (no interaction). (3) The miRNA is hsa-miR-4423-5p with sequence AGUUGCCUUUUUGUUCCCAUGC. The protein sequence of the target gene is MKYPLVPLVSDLTLSFLVFWLCLPVALLLFLTIVWLHFLLSQESKEDDSDLCFNWEPWSKRPSECGCEETFPGEEDGLHW. Result: 0 (no interaction). (4) The miRNA is hsa-miR-548ap-5p with sequence AAAAGUAAUUGCGGUCUUU. The protein sequence of the target gene is MSLPLNPKPFLNGLTGKPVMVKLKWGMEYKGYLVSVDGYMNMQLANTEEYIDGALSGHLGEVLIRCNNVLYIRGVEEEEEDGEMRE. Result: 0 (no interaction). (5) The miRNA is hsa-miR-2682-5p with sequence CAGGCAGUGACUGUUCAGACGUC. The protein sequence of the target gene is MATPASTPDTRALVADFVGYKLRQKGYVCGAGPGEGPAADPLHQAMRAAGDEFETRFRRTFSDLAAQLHVTPGSAQQRFTQVSDELFQGGPNWGRLVAFFVFGAALCAESVNKEMEPLVGQVQDWMVAYLETRLADWIHSSGGWAEFTALYGDGALEEARRLREGNWASVRTVLTGAVALGALVTVGAFFASK. Result: 0 (no interaction). (6) The miRNA is cel-miR-784-5p with sequence UGGCACAAUCUGCGUACGUAGA. The protein sequence of the target gene is MAAFSKYLTARNTSLAGAAFLLLCLLHKRRRALGLHGKKSGKPPLQNNEKEGKKERAVVDKVFLSRLSQILKIMVPRTFCKETGYLLLIAVMLVSRTYCDVWMIQNGTLIESGIIGRSSKDFKRYLFNFIAAMPLISLVNNFLKYGLNELKLCFRVRLTRYLYEEYLQAFTYYKMGNLDNRIANPDQLLTQDVEKFCNSVVDLYSNLSKPFLDIVLYIFKLTSAIGAQGPASMMAYLLVSGLFLTRLRRPIGKMTIMEQKYEGEYRYVNSRLITNSEEIAFYNGNKREKQTIHSVFRKLV.... Result: 0 (no interaction).